From a dataset of TCR-epitope binding with 47,182 pairs between 192 epitopes and 23,139 TCRs. Binary Classification. Given a T-cell receptor sequence (or CDR3 region) and an epitope sequence, predict whether binding occurs between them. (1) The TCR CDR3 sequence is CASSLGHTGYNEQFF. The epitope is LLLGIGILV. Result: 0 (the TCR does not bind to the epitope). (2) The epitope is TTLPVNVAF. The TCR CDR3 sequence is CASSLDRTEEEQYF. Result: 0 (the TCR does not bind to the epitope). (3) The epitope is FPRPWLHGL. The TCR CDR3 sequence is CASSARTSGNQPQHF. Result: 0 (the TCR does not bind to the epitope). (4) The epitope is QVPLRPMTYK. The TCR CDR3 sequence is CAISESVGWPSYNEQFF. Result: 0 (the TCR does not bind to the epitope). (5) The epitope is LVLSVNPYV. The TCR CDR3 sequence is CASSPDGTYSPLHF. Result: 1 (the TCR binds to the epitope). (6) Result: 1 (the TCR binds to the epitope). The epitope is IPSINVHHY. The TCR CDR3 sequence is CASSLTDGDQPQHF. (7) The epitope is QYDPVAALF. The TCR CDR3 sequence is CASSFLPWTSGGDDEQFF. Result: 0 (the TCR does not bind to the epitope). (8) The epitope is LEPLVDLPI. The TCR CDR3 sequence is CASSYSLQGTVLNTEAFF. Result: 1 (the TCR binds to the epitope). (9) The epitope is SEPVLKGVKL. The TCR CDR3 sequence is CASSYGAGGPGYNEQFF. Result: 0 (the TCR does not bind to the epitope). (10) The epitope is TLVPQEHYV. The TCR CDR3 sequence is CASSPRGGRTDTQYF. Result: 1 (the TCR binds to the epitope).